From a dataset of Full USPTO retrosynthesis dataset with 1.9M reactions from patents (1976-2016). Predict the reactants needed to synthesize the given product. (1) Given the product [CH2:36]([O:35][C:33](=[O:34])[CH2:32][N:5]([CH2:6][C:7]1[CH:12]=[CH:11][C:10]([S:13][C:14]([CH3:23])([CH3:22])[C:15]([O:17][C:18]([CH3:21])([CH3:20])[CH3:19])=[O:16])=[CH:9][CH:8]=1)[CH2:4][CH2:3][O:2][CH3:1])[CH3:37], predict the reactants needed to synthesize it. The reactants are: [CH3:1][O:2][CH2:3][CH2:4][NH:5][CH2:6][C:7]1[CH:12]=[CH:11][C:10]([S:13][C:14]([CH3:23])([CH3:22])[C:15]([O:17][C:18]([CH3:21])([CH3:20])[CH3:19])=[O:16])=[CH:9][CH:8]=1.C(N(CC)CC)C.Br[CH2:32][C:33]([O:35][CH2:36][CH3:37])=[O:34].O. (2) Given the product [CH3:34][C:27]1[CH2:28][CH2:29][CH2:30][C:31]([CH3:33])([CH3:32])[C:26]=1/[CH:25]=[CH:1]/[C:3]1[CH:4]=[C:5]([CH:9]([CH3:16])[CH2:10][C:11]([O:13][CH2:14][CH3:15])=[O:12])[CH:6]=[CH:7][CH:8]=1, predict the reactants needed to synthesize it. The reactants are: [CH:1]([C:3]1[CH:4]=[C:5]([CH:9]([CH3:16])[CH2:10][C:11]([O:13][CH2:14][CH3:15])=[O:12])[CH:6]=[CH:7][CH:8]=1)=O.[Br-].C1([P+](C2C=CC=CC=2)(C2C=CC=CC=2)[CH2:25][C:26]2[C:31]([CH3:33])([CH3:32])[CH2:30][CH2:29][CH2:28][C:27]=2[CH3:34])C=CC=CC=1. (3) The reactants are: [Cl:1][C:2]1[N:3]=[CH:4][C:5]2[C:10]([C:11]3[CH:16]=[CH:15][CH:14]=[CH:13][C:12]=3[CH3:17])=[C:9]([CH:18](OCC)[O:19]CC)[N:8]([CH2:25][CH2:26][NH:27][C:28](=[O:34])[O:29][C:30]([CH3:33])([CH3:32])[CH3:31])[C:6]=2[N:7]=1.O. Given the product [Cl:1][C:2]1[N:3]=[CH:4][C:5]2[C:10]([C:11]3[CH:16]=[CH:15][CH:14]=[CH:13][C:12]=3[CH3:17])=[C:9]([CH:18]=[O:19])[N:8]([CH2:25][CH2:26][NH:27][C:28](=[O:34])[O:29][C:30]([CH3:32])([CH3:31])[CH3:33])[C:6]=2[N:7]=1, predict the reactants needed to synthesize it. (4) Given the product [CH2:1]([O:3][C:4]([C:6]1[CH:10]=[C:9]([OH:32])[N:8]([C:19]2[CH:24]=[CH:23][CH:22]=[CH:21][C:20]=2[Cl:25])[N:7]=1)=[O:5])[CH3:2], predict the reactants needed to synthesize it. The reactants are: [CH2:1]([O:3][C:4]([C:6]1[C:10](C)=[C:9](C2C=CC(Cl)=CC=2)[N:8]([C:19]2[CH:24]=[CH:23][CH:22]=[CH:21][C:20]=2[Cl:25])[N:7]=1)=[O:5])[CH3:2].BrN1C(=[O:32])CCC1=O. (5) Given the product [C:1]([C:3]1[C:4]([Cl:19])=[C:5]([CH:14]=[C:15]([F:18])[C:16]=1[Cl:17])[C:6]([C:8](=[CH:20][NH:40][CH:37]1[CH2:39][CH2:38]1)[C:9]([O:11][CH2:12][CH3:13])=[O:10])=[O:7])#[N:2], predict the reactants needed to synthesize it. The reactants are: [C:1]([C:3]1[C:4]([Cl:19])=[C:5]([CH:14]=[C:15]([F:18])[C:16]=1[Cl:17])[C:6]([CH2:8][C:9]([O:11][CH2:12][CH3:13])=[O:10])=[O:7])#[N:2].[CH:20](OCC)(OCC)OCC.C(OC(=O)C)(=O)C.[CH:37]1([NH2:40])[CH2:39][CH2:38]1. (6) Given the product [S:14]([O:12][C:4]12[CH2:5][CH:6]3[CH2:7][CH:8]([CH2:9][C:2]([CH3:1])([CH2:11]3)[O:3]1)[CH2:10]2)(=[O:16])(=[O:15])[CH3:13], predict the reactants needed to synthesize it. The reactants are: [CH3:1][C:2]12[CH2:11][CH:6]3[CH2:7][CH:8]([CH2:10][C:4]([OH:12])([CH2:5]3)[O:3]1)[CH2:9]2.[CH3:13][S:14](O[S:14]([CH3:13])(=[O:16])=[O:15])(=[O:16])=[O:15].N1C=CC=CC=1. (7) The reactants are: [Cl:1][C:2]1[CH:7]=[CH:6][C:5]([Cl:8])=[CH:4][C:3]=1[S:9]([N:12]([C:17]1[CH:22]=[CH:21][C:20]([C:23]([OH:36])([C:32]([F:35])([F:34])[F:33])[C:24]#[C:25][C:26]2[CH:31]=[CH:30][CH:29]=[CH:28][CH:27]=2)=[CH:19][CH:18]=1)[CH2:13][CH:14]([CH3:16])[CH3:15])(=[O:11])=[O:10].C1(C#C)C=CC=CC=1. Given the product [Cl:1][C:2]1[CH:7]=[CH:6][C:5]([Cl:8])=[CH:4][C:3]=1[S:9]([N:12]([C:17]1[CH:22]=[CH:21][C:20]([C:23]([OH:36])([C:32]([F:33])([F:34])[F:35])[C:24]#[C:25][C:26]2[CH:31]=[CH:30][C:29]([S:9]([CH3:3])(=[O:11])=[O:10])=[CH:28][CH:27]=2)=[CH:19][CH:18]=1)[CH2:13][CH:14]([CH3:16])[CH3:15])(=[O:10])=[O:11], predict the reactants needed to synthesize it. (8) Given the product [CH:43]1([NH:47][C:38](=[O:39])[C:37]2[CH:36]=[CH:35][C:34]([C:31]3[CH:32]=[N:33][C:28]4[N:29]([C:25]([C:22]5([C:18]6[CH:17]=[C:16]7[C:21](=[CH:20][CH:19]=6)[N:12]=[CH:13][CH:14]=[CH:15]7)[CH2:24][CH2:23]5)=[CH:26][N:27]=4)[CH:30]=3)=[CH:42][CH:41]=2)[CH2:46][CH2:45][CH2:44]1, predict the reactants needed to synthesize it. The reactants are: C(N(CC)C(C)C)(C)C.Cl.Cl.[N:12]1[C:21]2[C:16](=[CH:17][C:18]([C:22]3([C:25]4[N:29]5[CH:30]=[C:31]([C:34]6[CH:42]=[CH:41][C:37]([C:38](O)=[O:39])=[CH:36][CH:35]=6)[CH:32]=[N:33][C:28]5=[N:27][CH:26]=4)[CH2:24][CH2:23]3)=[CH:19][CH:20]=2)[CH:15]=[CH:14][CH:13]=1.[CH:43]1([NH2:47])[CH2:46][CH2:45][CH2:44]1.F[P-](F)(F)(F)(F)F.N1(O[P+](N(C)C)(N(C)C)N(C)C)C2C=CC=CC=2N=N1. (9) Given the product [F:13][CH:12]([F:14])[C:11]1[N:6]2[N:5]=[CH:4][C:3]([C:1]#[C:2][C:29]3[CH:28]=[CH:27][C:26]([NH2:25])=[N:31][CH:30]=3)=[C:7]2[N:8]=[C:9]([C:15]2[CH:20]=[CH:19][CH:18]=[C:17]([C:21]([F:23])([F:24])[F:22])[CH:16]=2)[CH:10]=1, predict the reactants needed to synthesize it. The reactants are: [C:1]([C:3]1[CH:4]=[N:5][N:6]2[C:11]([CH:12]([F:14])[F:13])=[CH:10][C:9]([C:15]3[CH:20]=[CH:19][CH:18]=[C:17]([C:21]([F:24])([F:23])[F:22])[CH:16]=3)=[N:8][C:7]=12)#[CH:2].[NH2:25][C:26]1[N:31]=[CH:30][C:29](Br)=[CH:28][CH:27]=1. (10) The reactants are: [CH3:1][O:2][C:3]1[CH:4]=[C:5]([C:11]2[C:12]([CH3:18])=[N:13][C:14]([NH2:17])=[N:15][CH:16]=2)[CH:6]=[CH:7][C:8]=1[O:9][CH3:10].[F:19][C:20]([F:37])([F:36])[C:21]1[CH:22]=[C:23]([N:27]2[CH2:32][CH2:31][CH:30]([C:33](O)=[O:34])[CH2:29][CH2:28]2)[CH:24]=[CH:25][CH:26]=1. Given the product [CH3:1][O:2][C:3]1[CH:4]=[C:5]([C:11]2[C:12]([CH3:18])=[N:13][C:14]([NH:17][C:33]([CH:30]3[CH2:29][CH2:28][N:27]([C:23]4[CH:24]=[CH:25][CH:26]=[C:21]([C:20]([F:37])([F:19])[F:36])[CH:22]=4)[CH2:32][CH2:31]3)=[O:34])=[N:15][CH:16]=2)[CH:6]=[CH:7][C:8]=1[O:9][CH3:10], predict the reactants needed to synthesize it.